This data is from Reaction yield outcomes from USPTO patents with 853,638 reactions. The task is: Predict the reaction yield, written as a fraction of the theoretical maximum amount of product (1.0 means a 100% yield; for example, 0.34 means a 34% yield). (1) The reactants are [CH:1]1([C:7]2([CH3:14])[C:11](=[O:12])[NH:10][N:9]=[C:8]2[CH3:13])[CH2:6][CH2:5][CH2:4][CH2:3][CH2:2]1.Br[CH2:16][C:17]([C:19]1[CH:20]=[C:21]([CH3:25])[CH:22]=[CH:23][CH:24]=1)=[O:18]. No catalyst specified. The product is [CH:1]1([C:7]2([CH3:14])[C:11](=[O:12])[N:10]([CH2:16][C:17](=[O:18])[C:19]3[CH:20]=[C:21]([CH3:25])[CH:22]=[CH:23][CH:24]=3)[N:9]=[C:8]2[CH3:13])[CH2:2][CH2:3][CH2:4][CH2:5][CH2:6]1. The yield is 0.610. (2) The reactants are [OH:1][CH:2]([C:7]([O:9][CH3:10])=[O:8])[CH2:3][C:4](O)=[O:5]. The catalyst is C1COCC1. The product is [OH:1][CH:2]([CH2:3][CH2:4][OH:5])[C:7]([O:9][CH3:10])=[O:8]. The yield is 0.760. (3) The reactants are [C:1]([C:3]1[CH:4]=[C:5]([C:9]2[CH:14]=[CH:13][C:12]([C:15]([CH3:20])([CH3:19])[C:16]([OH:18])=O)=[CH:11][CH:10]=2)[CH:6]=[N:7][CH:8]=1)#[N:2].[NH2:21][CH2:22][CH:23]([C:25]1[O:26][CH:27]=[CH:28][CH:29]=1)[OH:24]. No catalyst specified. The product is [C:1]([C:3]1[CH:4]=[C:5]([C:9]2[CH:10]=[CH:11][C:12]([C:15]([CH3:20])([CH3:19])[C:16]([NH:21][CH2:22][CH:23]([C:25]3[O:26][CH:27]=[CH:28][CH:29]=3)[OH:24])=[O:18])=[CH:13][CH:14]=2)[CH:6]=[N:7][CH:8]=1)#[N:2]. The yield is 0.750. (4) The product is [CH:1]([C:4]1[CH:5]=[CH:6][C:7]([C:10]2[NH:14][C:13]([C:15]3[CH:16]=[C:17]([CH:22]=[CH:23][CH:24]=3)[C:18]([OH:20])=[O:19])=[N:12][CH:11]=2)=[CH:8][CH:9]=1)([CH3:3])[CH3:2]. The yield is 0.630. The reactants are [CH:1]([C:4]1[CH:9]=[CH:8][C:7]([C:10]2[NH:14][C:13]([C:15]3[CH:16]=[C:17]([CH:22]=[CH:23][CH:24]=3)[C:18]([O:20]C)=[O:19])=[N:12][CH:11]=2)=[CH:6][CH:5]=1)([CH3:3])[CH3:2].O[Li].O.C(O)(=O)C. The catalyst is CO.O. (5) The reactants are [C:1](Cl)([C:14]1[CH:19]=[CH:18][CH:17]=[CH:16][CH:15]=1)([C:8]1[CH:13]=[CH:12][CH:11]=[CH:10][CH:9]=1)[C:2]1[CH:7]=[CH:6][CH:5]=[CH:4][CH:3]=1.Cl.[NH:22]1[CH2:27][CH2:26][CH2:25][C:24](=[O:28])[CH2:23]1.C(N(CC)CC)C. The catalyst is C(Cl)Cl. The product is [C:1]([N:22]1[CH2:27][CH2:26][CH2:25][C:24](=[O:28])[CH2:23]1)([C:14]1[CH:19]=[CH:18][CH:17]=[CH:16][CH:15]=1)([C:8]1[CH:13]=[CH:12][CH:11]=[CH:10][CH:9]=1)[C:2]1[CH:7]=[CH:6][CH:5]=[CH:4][CH:3]=1. The yield is 0.330. (6) The reactants are [N:1]1[CH:6]=[CH:5][CH:4]=[N:3][C:2]=1[NH:7][C:8](=[O:15])OCC(Cl)(Cl)Cl.[C:16]1([C:22]2[N:23]=[C:24]([N:27]3[CH2:32][CH2:31][NH:30][CH2:29][CH2:28]3)[S:25][CH:26]=2)[CH:21]=[CH:20][CH:19]=[CH:18][CH:17]=1.C(N(C(C)C)CC)(C)C.CS(C)=O. The catalyst is O. The product is [C:16]1([C:22]2[N:23]=[C:24]([N:27]3[CH2:32][CH2:31][N:30]([C:8]([NH:7][C:2]4[N:1]=[CH:6][CH:5]=[CH:4][N:3]=4)=[O:15])[CH2:29][CH2:28]3)[S:25][CH:26]=2)[CH:17]=[CH:18][CH:19]=[CH:20][CH:21]=1. The yield is 0.704. (7) The reactants are [S:1]1[C:5]2[CH:6]=[C:7]([NH:10][C:11]([NH:13][CH2:14][CH2:15]Cl)=[O:12])[CH:8]=[CH:9][C:4]=2[N:3]=[CH:2]1.[H-].[Na+].C(OCC)(=O)C. The catalyst is CN(C=O)C.C1COCC1. The product is [S:1]1[C:5]2[CH:6]=[C:7]([N:10]3[CH2:15][CH2:14][NH:13][C:11]3=[O:12])[CH:8]=[CH:9][C:4]=2[N:3]=[CH:2]1. The yield is 0.852.